This data is from Catalyst prediction with 721,799 reactions and 888 catalyst types from USPTO. The task is: Predict which catalyst facilitates the given reaction. (1) Reactant: C(OC(C1OC(Cl)=NC=1)=O)C.[O:12]=[C:13]1[NH:17][CH:16]=[C:15]([C:18]([OH:20])=O)[O:14]1.[CH3:21][NH:22][CH2:23][CH2:24][CH:25]1[CH2:30][CH2:29][N:28]([C:31]([O:33][CH2:34][C:35]2[CH:40]=[C:39]([Cl:41])[CH:38]=[C:37]([Cl:42])[CH:36]=2)=[O:32])[CH2:27][CH2:26]1.CCN(C(C)C)C(C)C.CN(C(ON1N=NC2C=CC=NC1=2)=[N+](C)C)C.F[P-](F)(F)(F)(F)F. Product: [CH3:21][N:22]([CH2:23][CH2:24][CH:25]1[CH2:26][CH2:27][N:28]([C:31]([O:33][CH2:34][C:35]2[CH:36]=[C:37]([Cl:42])[CH:38]=[C:39]([Cl:41])[CH:40]=2)=[O:32])[CH2:29][CH2:30]1)[C:18]([C:15]1[O:14][C:13](=[O:12])[NH:17][CH:16]=1)=[O:20]. The catalyst class is: 31. (2) Reactant: Cl.[OH:2][NH2:3].C(=O)([O-])[O-].[Na+].[Na+].[O:10]1[C:14]2([CH2:19][CH2:18][CH2:17][CH2:16][CH2:15]2)[O:13][CH2:12][C@@H:11]1[CH:20]=O. Product: [O:10]1[C:14]2([CH2:19][CH2:18][CH2:17][CH2:16][CH2:15]2)[O:13][CH2:12][CH:11]1[CH:20]=[N:3][OH:2]. The catalyst class is: 90. (3) Reactant: Cl.[NH2:2][OH:3].[Cl:4][C:5]1[CH:10]=[CH:9][C:8]([C@H:11]([NH:14][S@@:15]([C:17]([CH3:20])([CH3:19])[CH3:18])=[O:16])[CH2:12][CH3:13])=[C:7]([F:21])[C:6]=1[O:22][C:23]1[CH:28]=[CH:27][C:26]([CH:29]=O)=[CH:25][CH:24]=1.C(=O)([O-])[O-].[Na+].[Na+]. Product: [Cl:4][C:5]1[CH:10]=[CH:9][C:8]([C@H:11]([NH:14][S@@:15]([C:17]([CH3:20])([CH3:19])[CH3:18])=[O:16])[CH2:12][CH3:13])=[C:7]([F:21])[C:6]=1[O:22][C:23]1[CH:28]=[CH:27][C:26]([CH:29]=[N:2][OH:3])=[CH:25][CH:24]=1. The catalyst class is: 6. (4) Reactant: [OH:1][CH:2]([CH2:7][CH:8]([CH3:10])[CH3:9])[C:3]([O:5]C)=[O:4].[Cl:11][C:12]1[CH:13]=[C:14]([OH:19])[CH:15]=[CH:16][C:17]=1[Cl:18].[NH2:20][C:21]1[S:22][CH:23]=[CH:24][N:25]=1. Product: [Cl:11][C:12]1[CH:13]=[C:14]([CH:15]=[CH:16][C:17]=1[Cl:18])[O:1][CH:2]([CH2:7][CH:8]([CH3:10])[CH3:9])[C:3]([OH:5])=[O:4].[Cl:11][C:12]1[CH:13]=[C:14]([CH:15]=[CH:16][C:17]=1[Cl:18])[O:19][CH:2]([CH2:7][CH:8]([CH3:10])[CH3:9])[C:3]([NH:20][C:21]1[S:22][CH:23]=[CH:24][N:25]=1)=[O:5]. The catalyst class is: 1. (5) Reactant: [N+:1]([C:4]1[CH:9]=[CH:8][C:7]([N:10]2[CH2:14][CH2:13][CH2:12][CH2:11]2)=[CH:6][CH:5]=1)([O-])=O. Product: [N:10]1([C:7]2[CH:8]=[CH:9][C:4]([NH2:1])=[CH:5][CH:6]=2)[CH2:11][CH2:12][CH2:13][CH2:14]1. The catalyst class is: 13.